From a dataset of Forward reaction prediction with 1.9M reactions from USPTO patents (1976-2016). Predict the product of the given reaction. Given the reactants [Cl:1][C:2]1[C:7]([C:8]2[CH:13]=[CH:12][CH:11]=[CH:10][CH:9]=2)=[N:6][N:5]=[C:4]2[NH:14][N:15]=[CH:16][C:3]=12.[I:17]N1C(=O)CCC1=O, predict the reaction product. The product is: [Cl:1][C:2]1[C:7]([C:8]2[CH:13]=[CH:12][CH:11]=[CH:10][CH:9]=2)=[N:6][N:5]=[C:4]2[NH:14][N:15]=[C:16]([I:17])[C:3]=12.